Dataset: Forward reaction prediction with 1.9M reactions from USPTO patents (1976-2016). Task: Predict the product of the given reaction. (1) Given the reactants O.[C:2]1(C)[CH:7]=[CH:6][C:5](S(O)(=O)=O)=[CH:4][CH:3]=1.[Br:13][C:14]1[CH:19]=[CH:18][C:17]([C:20]2[C:24]([C:25]3[CH:30]=[CH:29][C:28]([S:31]([NH2:34])(=[O:33])=[O:32])=[CH:27][CH:26]=3)=[C:23]([CH3:35])[O:22][N:21]=2)=[CH:16][CH:15]=1.C(CC(=O)C)C(C)=O.O, predict the reaction product. The product is: [Br:13][C:14]1[CH:15]=[CH:16][C:17]([C:20]2[C:24]([C:25]3[CH:30]=[CH:29][C:28]([S:31]([N:34]4[C:4]([CH3:5])=[CH:3][CH:2]=[C:7]4[CH3:6])(=[O:33])=[O:32])=[CH:27][CH:26]=3)=[C:23]([CH3:35])[O:22][N:21]=2)=[CH:18][CH:19]=1. (2) Given the reactants CCO.[CH3:4][CH:5]([CH2:7][N:8]([S:32]([C:35]1[CH:36]=[CH:37][C:38]([NH2:41])=[CH:39][CH:40]=1)(=[O:34])=[O:33])[CH2:9][C@@H:10]([OH:31])[C@@H:11]([NH:19][C:20]([O:22][C@@H:23]1[C@@H:27]2[CH2:28][CH2:29][O:30][C@@H:26]2[O:25][CH2:24]1)=[O:21])[CH2:12][C:13]1[CH:14]=[CH:15][CH:16]=[CH:17][CH:18]=1)[CH3:6].CCCCCCC, predict the reaction product. The product is: [CH3:6][CH:5]([CH2:7][N:8]([S:32]([C:35]1[CH:40]=[CH:39][C:38]([NH2:41])=[CH:37][CH:36]=1)(=[O:34])=[O:33])[CH2:9][C@@H:10]([OH:31])[C@@H:11]([NH:19][C:20]([O:22][C@@H:23]1[C@@H:27]2[CH2:28][CH2:29][O:30][C@@H:26]2[O:25][CH2:24]1)=[O:21])[CH2:12][C:13]1[CH:18]=[CH:17][CH:16]=[CH:15][CH:14]=1)[CH3:4]. (3) Given the reactants [CH3:1][O:2][C:3]1[CH:11]=[CH:10][C:6]([C:7]([NH2:9])=[S:8])=[CH:5][CH:4]=1.Br[CH:13]([CH:20]=O)[CH2:14][C:15]([O:17][CH2:18][CH3:19])=[O:16], predict the reaction product. The product is: [CH2:18]([O:17][C:15](=[O:16])[CH2:14][C:13]1[S:8][C:7]([C:6]2[CH:10]=[CH:11][C:3]([O:2][CH3:1])=[CH:4][CH:5]=2)=[N:9][CH:20]=1)[CH3:19]. (4) Given the reactants [Cl:1][C:2]1[NH:7][C:6](=[O:8])[N:5]([CH3:9])[C:4](=[O:10])[CH:3]=1.[CH2:11](I)[CH3:12], predict the reaction product. The product is: [Cl:1][C:2]1[N:7]([CH2:11][CH3:12])[C:6](=[O:8])[N:5]([CH3:9])[C:4](=[O:10])[CH:3]=1.